This data is from Peptide-MHC class II binding affinity with 134,281 pairs from IEDB. The task is: Regression. Given a peptide amino acid sequence and an MHC pseudo amino acid sequence, predict their binding affinity value. This is MHC class II binding data. (1) The peptide sequence is DVKFPGGGQIVGGVY. The MHC is HLA-DQA10101-DQB10501 with pseudo-sequence HLA-DQA10101-DQB10501. The binding affinity (normalized) is 0.150. (2) The peptide sequence is LAEGIVLASAALGPL. The MHC is DRB4_0103 with pseudo-sequence DRB4_0103. The binding affinity (normalized) is 0.495.